From a dataset of Catalyst prediction with 721,799 reactions and 888 catalyst types from USPTO. Predict which catalyst facilitates the given reaction. (1) Reactant: [F:1][C:2]([C:5]1[CH:10]=[CH:9][C:8]([C:11]2[C:16]3=[N:17][S:18](=[O:22])(=[O:21])[CH2:19][CH2:20][N:15]3[CH:14]=[CH:13][CH:12]=2)=[CH:7][CH:6]=1)([F:4])[CH3:3]. Product: [F:4][C:2]([C:5]1[CH:6]=[CH:7][C:8]([CH:11]2[C:16]3=[N:17][S:18](=[O:22])(=[O:21])[CH2:19][CH2:20][N:15]3[CH2:14][CH2:13][CH2:12]2)=[CH:9][CH:10]=1)([F:1])[CH3:3]. The catalyst class is: 609. (2) Reactant: [Br:1][C:2]1[CH:7]=[C:6]([N:8]2[CH2:13][CH2:12][CH2:11][CH2:10][S:9]2(=[O:15])=[O:14])[N:5]=[C:4]([C:16]([O:18]C)=[O:17])[C:3]=1[OH:20].[OH-].[Na+]. Product: [Br:1][C:2]1[CH:7]=[C:6]([N:8]2[CH2:13][CH2:12][CH2:11][CH2:10][S:9]2(=[O:15])=[O:14])[N:5]=[C:4]([C:16]([OH:18])=[O:17])[C:3]=1[OH:20]. The catalyst class is: 20. (3) Reactant: [C:1]([Si:5]([C:41]1[CH:46]=[CH:45][CH:44]=[CH:43][CH:42]=1)([C:35]1[CH:40]=[CH:39][CH:38]=[CH:37][CH:36]=1)[O:6][CH2:7][CH2:8][C:9]1[C:10](=[O:34])[NH:11][C:12]2[C:17]([C:18]=1[C:19]1[CH:24]=[C:23]([Cl:25])[CH:22]=[CH:21][C:20]=1[O:26][C:27](=[O:29])[CH3:28])=[CH:16][C:15]([C:30]([F:33])([F:32])[F:31])=[CH:14][CH:13]=2)([CH3:4])([CH3:3])[CH3:2].CI.[C:49]([O-])([O-])=O.[K+].[K+]. Product: [C:1]([Si:5]([C:35]1[CH:40]=[CH:39][CH:38]=[CH:37][CH:36]=1)([C:41]1[CH:42]=[CH:43][CH:44]=[CH:45][CH:46]=1)[O:6][CH2:7][CH2:8][C:9]1[C:10](=[O:34])[N:11]([CH3:49])[C:12]2[C:17]([C:18]=1[C:19]1[CH:24]=[C:23]([Cl:25])[CH:22]=[CH:21][C:20]=1[O:26][C:27](=[O:29])[CH3:28])=[CH:16][C:15]([C:30]([F:31])([F:33])[F:32])=[CH:14][CH:13]=2)([CH3:2])([CH3:3])[CH3:4]. The catalyst class is: 372. (4) Reactant: [CH3:1][O:2][C:3]1[CH:4]=[C:5]([CH:9]=[CH:10][C:11]=1[O:12][CH3:13])[C:6]([OH:8])=O.CN(C(ON1N=NC2C=CC=NC1=2)=[N+](C)C)C.F[P-](F)(F)(F)(F)F.CN1CCOCC1.[CH3:45][O:46][C:47]1[C:48]2[N:61]=[C:60]([NH2:62])[S:59][C:49]=2[C:50]([N:53]2[CH2:58][CH2:57][O:56][CH2:55][CH2:54]2)=[N:51][CH:52]=1. Product: [CH3:1][O:2][C:3]1[CH:4]=[C:5]([CH:9]=[CH:10][C:11]=1[O:12][CH3:13])[C:6]([NH:62][C:60]1[S:59][C:49]2[C:50]([N:53]3[CH2:58][CH2:57][O:56][CH2:55][CH2:54]3)=[N:51][CH:52]=[C:47]([O:46][CH3:45])[C:48]=2[N:61]=1)=[O:8]. The catalyst class is: 1. (5) Reactant: [CH3:1][C:2]12[CH2:22][CH:6]([N:7]([C:9]([C:11]3[CH:16]=[CH:15][C:14]([NH:17][C:18](=[O:21])[CH:19]=[CH2:20])=[CH:13][CH:12]=3)=[O:10])[CH2:8]1)[CH2:5][C:4]([CH3:24])([CH3:23])[CH2:3]2.[NH:25]1[CH2:30][CH2:29][CH2:28][CH2:27][CH2:26]1. Product: [N:25]1([CH2:20][CH2:19][C:18]([NH:17][C:14]2[CH:13]=[CH:12][C:11]([C:9]([N:7]3[CH2:8][C:2]4([CH3:1])[CH2:22][CH:6]3[CH2:5][C:4]([CH3:24])([CH3:23])[CH2:3]4)=[O:10])=[CH:16][CH:15]=2)=[O:21])[CH2:30][CH2:29][CH2:28][CH2:27][CH2:26]1. The catalyst class is: 14. (6) Reactant: Cl[C:2]1[N:7]=[CH:6][N:5]=[C:4]([C:8]2[CH:9]=[CH:10][C:11]([O:16][CH:17]3[CH2:22][CH2:21][O:20][CH2:19][CH2:18]3)=[C:12]([CH:15]=2)[C:13]#[N:14])[N:3]=1.[CH3:23][O:24][C:25]1[CH:26]=[C:27]([CH:29]=[C:30]([O:34][CH3:35])[C:31]=1[O:32][CH3:33])[NH2:28].C(N(CC)C(C)C)(C)C. Product: [O:20]1[CH2:21][CH2:22][CH:17]([O:16][C:11]2[CH:10]=[CH:9][C:8]([C:4]3[N:3]=[C:2]([NH:28][C:27]4[CH:29]=[C:30]([O:34][CH3:35])[C:31]([O:32][CH3:33])=[C:25]([O:24][CH3:23])[CH:26]=4)[N:7]=[CH:6][N:5]=3)=[CH:15][C:12]=2[C:13]#[N:14])[CH2:18][CH2:19]1. The catalyst class is: 10. (7) Reactant: [Cl:1][C:2]1[CH:3]=[C:4]([C:10]2[CH:14]=[CH:13][N:12]([CH2:15][C@H:16]([NH:18][C:19]([C:21]3[N:22]=[C:23]([CH:26]4[CH2:31][CH2:30][NH:29][CH2:28][CH2:27]4)[S:24][CH:25]=3)=[O:20])[CH3:17])[N:11]=2)[CH:5]=[CH:6][C:7]=1[C:8]#[N:9].N1C=CC=CC=1.[CH3:38][S:39](Cl)(=[O:41])=[O:40].O. Product: [Cl:1][C:2]1[CH:3]=[C:4]([C:10]2[CH:14]=[CH:13][N:12]([CH2:15][C@H:16]([NH:18][C:19]([C:21]3[N:22]=[C:23]([CH:26]4[CH2:31][CH2:30][N:29]([S:39]([CH3:38])(=[O:41])=[O:40])[CH2:28][CH2:27]4)[S:24][CH:25]=3)=[O:20])[CH3:17])[N:11]=2)[CH:5]=[CH:6][C:7]=1[C:8]#[N:9]. The catalyst class is: 2.